This data is from NCI-60 drug combinations with 297,098 pairs across 59 cell lines. The task is: Regression. Given two drug SMILES strings and cell line genomic features, predict the synergy score measuring deviation from expected non-interaction effect. (1) Drug 1: COC1=CC(=CC(=C1O)OC)C2C3C(COC3=O)C(C4=CC5=C(C=C24)OCO5)OC6C(C(C7C(O6)COC(O7)C8=CC=CS8)O)O. Drug 2: CC1C(C(CC(O1)OC2CC(OC(C2O)C)OC3=CC4=CC5=C(C(=O)C(C(C5)C(C(=O)C(C(C)O)O)OC)OC6CC(C(C(O6)C)O)OC7CC(C(C(O7)C)O)OC8CC(C(C(O8)C)O)(C)O)C(=C4C(=C3C)O)O)O)O. Cell line: SF-539. Synergy scores: CSS=57.5, Synergy_ZIP=6.27, Synergy_Bliss=7.40, Synergy_Loewe=6.49, Synergy_HSA=8.20. (2) Drug 1: CC(CN1CC(=O)NC(=O)C1)N2CC(=O)NC(=O)C2. Drug 2: CCN(CC)CCCC(C)NC1=C2C=C(C=CC2=NC3=C1C=CC(=C3)Cl)OC. Cell line: NCI/ADR-RES. Synergy scores: CSS=21.8, Synergy_ZIP=-2.72, Synergy_Bliss=-0.895, Synergy_Loewe=-16.4, Synergy_HSA=-1.04. (3) Drug 1: CC1CCC2CC(C(=CC=CC=CC(CC(C(=O)C(C(C(=CC(C(=O)CC(OC(=O)C3CCCCN3C(=O)C(=O)C1(O2)O)C(C)CC4CCC(C(C4)OC)OCCO)C)C)O)OC)C)C)C)OC. Drug 2: CC1CCCC2(C(O2)CC(NC(=O)CC(C(C(=O)C(C1O)C)(C)C)O)C(=CC3=CSC(=N3)C)C)C. Cell line: MDA-MB-231. Synergy scores: CSS=36.3, Synergy_ZIP=-0.638, Synergy_Bliss=1.00, Synergy_Loewe=-5.77, Synergy_HSA=3.92.